Regression. Given two drug SMILES strings and cell line genomic features, predict the synergy score measuring deviation from expected non-interaction effect. From a dataset of NCI-60 drug combinations with 297,098 pairs across 59 cell lines. (1) Drug 1: CCC(=C(C1=CC=CC=C1)C2=CC=C(C=C2)OCCN(C)C)C3=CC=CC=C3.C(C(=O)O)C(CC(=O)O)(C(=O)O)O. Drug 2: CC1=C2C(C(=O)C3(C(CC4C(C3C(C(C2(C)C)(CC1OC(=O)C(C(C5=CC=CC=C5)NC(=O)OC(C)(C)C)O)O)OC(=O)C6=CC=CC=C6)(CO4)OC(=O)C)O)C)O. Cell line: MCF7. Synergy scores: CSS=31.2, Synergy_ZIP=4.90, Synergy_Bliss=8.89, Synergy_Loewe=7.92, Synergy_HSA=7.44. (2) Drug 1: CN1C(=O)N2C=NC(=C2N=N1)C(=O)N. Drug 2: CC12CCC3C(C1CCC2O)C(CC4=C3C=CC(=C4)O)CCCCCCCCCS(=O)CCCC(C(F)(F)F)(F)F. Cell line: HCT-15. Synergy scores: CSS=4.42, Synergy_ZIP=2.45, Synergy_Bliss=-3.35, Synergy_Loewe=-0.129, Synergy_HSA=-0.894. (3) Drug 1: C1=CC(=CC=C1CCCC(=O)O)N(CCCl)CCCl. Drug 2: C1CC(=O)NC(=O)C1N2C(=O)C3=CC=CC=C3C2=O. Cell line: MCF7. Synergy scores: CSS=27.7, Synergy_ZIP=-2.85, Synergy_Bliss=-3.49, Synergy_Loewe=-6.90, Synergy_HSA=-3.98. (4) Drug 1: CCC1(C2=C(COC1=O)C(=O)N3CC4=CC5=C(C=CC(=C5CN(C)C)O)N=C4C3=C2)O.Cl. Drug 2: CC1C(C(CC(O1)OC2CC(CC3=C2C(=C4C(=C3O)C(=O)C5=C(C4=O)C(=CC=C5)OC)O)(C(=O)CO)O)N)O.Cl. Cell line: KM12. Synergy scores: CSS=33.6, Synergy_ZIP=-8.07, Synergy_Bliss=-12.1, Synergy_Loewe=-8.82, Synergy_HSA=-7.55. (5) Drug 1: CC1C(C(CC(O1)OC2CC(OC(C2O)C)OC3=CC4=CC5=C(C(=O)C(C(C5)C(C(=O)C(C(C)O)O)OC)OC6CC(C(C(O6)C)O)OC7CC(C(C(O7)C)O)OC8CC(C(C(O8)C)O)(C)O)C(=C4C(=C3C)O)O)O)O. Drug 2: CC1C(C(CC(O1)OC2CC(CC3=C2C(=C4C(=C3O)C(=O)C5=CC=CC=C5C4=O)O)(C(=O)C)O)N)O. Cell line: MALME-3M. Synergy scores: CSS=52.5, Synergy_ZIP=16.8, Synergy_Bliss=18.4, Synergy_Loewe=5.77, Synergy_HSA=18.3. (6) Drug 1: C(=O)(N)NO. Drug 2: CCC1(CC2CC(C3=C(CCN(C2)C1)C4=CC=CC=C4N3)(C5=C(C=C6C(=C5)C78CCN9C7C(C=CC9)(C(C(C8N6C)(C(=O)OC)O)OC(=O)C)CC)OC)C(=O)OC)O.OS(=O)(=O)O. Cell line: HCT-15. Synergy scores: CSS=3.12, Synergy_ZIP=-1.44, Synergy_Bliss=-0.889, Synergy_Loewe=-0.756, Synergy_HSA=-1.90.